The task is: Predict the reactants needed to synthesize the given product.. This data is from Full USPTO retrosynthesis dataset with 1.9M reactions from patents (1976-2016). (1) Given the product [CH2:15]([O:14][C:13]1[C:12](=[O:22])[N:11]=[C:10]([CH2:23][C:24]2[CH:29]=[CH:28][CH:27]=[CH:26][C:25]=2[Br:30])[NH:9][C:8]=1[C:6]([OH:7])=[O:5])[C:16]1[CH:21]=[CH:20][CH:19]=[CH:18][CH:17]=1, predict the reactants needed to synthesize it. The reactants are: C([O:5][C:6]([C:8]1[NH:9][C:10]([CH2:23][C:24]2[CH:29]=[CH:28][CH:27]=[CH:26][C:25]=2[Br:30])=[N:11][C:12](=[O:22])[C:13]=1[O:14][CH2:15][C:16]1[CH:21]=[CH:20][CH:19]=[CH:18][CH:17]=1)=[O:7])(C)(C)C.[Li+].[OH-].O. (2) The reactants are: BrC1C=CC(CCCO)=CC=1.[C:12]([C:14]1[CH:15]=[C:16]2[C:21](=[CH:22][CH:23]=1)[CH:20]=[C:19]([O:24][Si:25]([CH:32]([CH3:34])[CH3:33])([CH:29]([CH3:31])[CH3:30])[CH:26]([CH3:28])[CH3:27])[CH:18]=[CH:17]2)#[CH:13].C(OCC)(=O)C. Given the product [CH:29]([Si:25]([CH:26]([CH3:27])[CH3:28])([CH:32]([CH3:34])[CH3:33])[O:24][C:19]1[CH:18]=[CH:17][C:16]2[C:21](=[CH:22][CH:23]=[C:14]([C:12]#[C:13][Si:25]([CH3:32])([CH3:29])[CH3:26])[CH:15]=2)[CH:20]=1)([CH3:31])[CH3:30], predict the reactants needed to synthesize it. (3) Given the product [CH3:1][NH:2][C:5]([CH:7]1[O:11][C:10](=[O:12])[N:9]([C:13]2[CH:14]=[C:15]3[C:19](=[CH:20][CH:21]=2)[N:18]([CH3:22])[C:17](=[O:23])[CH2:16]3)[CH2:8]1)=[O:6], predict the reactants needed to synthesize it. The reactants are: [CH3:1][NH2:2].CO[C:5]([C@@H:7]1[O:11][C:10](=[O:12])[N:9]([C:13]2[CH:14]=[C:15]3[C:19](=[CH:20][CH:21]=2)[N:18]([CH3:22])[C:17](=[O:23])[CH2:16]3)[CH2:8]1)=[O:6].